Dataset: NCI-60 drug combinations with 297,098 pairs across 59 cell lines. Task: Regression. Given two drug SMILES strings and cell line genomic features, predict the synergy score measuring deviation from expected non-interaction effect. (1) Drug 1: CCN(CC)CCNC(=O)C1=C(NC(=C1C)C=C2C3=C(C=CC(=C3)F)NC2=O)C. Drug 2: C(=O)(N)NO. Cell line: RPMI-8226. Synergy scores: CSS=3.10, Synergy_ZIP=3.43, Synergy_Bliss=6.75, Synergy_Loewe=-2.56, Synergy_HSA=-0.0748. (2) Drug 1: CC(C1=C(C=CC(=C1Cl)F)Cl)OC2=C(N=CC(=C2)C3=CN(N=C3)C4CCNCC4)N. Drug 2: C#CCC(CC1=CN=C2C(=N1)C(=NC(=N2)N)N)C3=CC=C(C=C3)C(=O)NC(CCC(=O)O)C(=O)O. Cell line: UACC-257. Synergy scores: CSS=-2.40, Synergy_ZIP=-0.193, Synergy_Bliss=-2.12, Synergy_Loewe=-3.33, Synergy_HSA=-2.80. (3) Drug 1: C1CCC(CC1)NC(=O)N(CCCl)N=O. Drug 2: CC(C)(C#N)C1=CC(=CC(=C1)CN2C=NC=N2)C(C)(C)C#N. Cell line: SK-MEL-28. Synergy scores: CSS=18.6, Synergy_ZIP=-3.90, Synergy_Bliss=-1.15, Synergy_Loewe=-2.12, Synergy_HSA=-2.57. (4) Drug 1: CC1=C2C(C(=O)C3(C(CC4C(C3C(C(C2(C)C)(CC1OC(=O)C(C(C5=CC=CC=C5)NC(=O)OC(C)(C)C)O)O)OC(=O)C6=CC=CC=C6)(CO4)OC(=O)C)OC)C)OC. Drug 2: CCC1(CC2CC(C3=C(CCN(C2)C1)C4=CC=CC=C4N3)(C5=C(C=C6C(=C5)C78CCN9C7C(C=CC9)(C(C(C8N6C=O)(C(=O)OC)O)OC(=O)C)CC)OC)C(=O)OC)O.OS(=O)(=O)O. Cell line: NCI/ADR-RES. Synergy scores: CSS=3.86, Synergy_ZIP=-0.923, Synergy_Bliss=-1.27, Synergy_Loewe=-3.95, Synergy_HSA=-2.49. (5) Drug 1: CC1OCC2C(O1)C(C(C(O2)OC3C4COC(=O)C4C(C5=CC6=C(C=C35)OCO6)C7=CC(=C(C(=C7)OC)O)OC)O)O. Drug 2: CN(C)N=NC1=C(NC=N1)C(=O)N. Cell line: MCF7. Synergy scores: CSS=25.6, Synergy_ZIP=1.59, Synergy_Bliss=1.34, Synergy_Loewe=-21.6, Synergy_HSA=1.18. (6) Drug 1: CC1CCC2CC(C(=CC=CC=CC(CC(C(=O)C(C(C(=CC(C(=O)CC(OC(=O)C3CCCCN3C(=O)C(=O)C1(O2)O)C(C)CC4CCC(C(C4)OC)OCCO)C)C)O)OC)C)C)C)OC. Drug 2: CCN(CC)CCNC(=O)C1=C(NC(=C1C)C=C2C3=C(C=CC(=C3)F)NC2=O)C. Cell line: SR. Synergy scores: CSS=22.5, Synergy_ZIP=2.11, Synergy_Bliss=-1.91, Synergy_Loewe=5.49, Synergy_HSA=-0.248. (7) Drug 2: C1=NNC2=C1C(=O)NC=N2. Cell line: U251. Drug 1: CC1OCC2C(O1)C(C(C(O2)OC3C4COC(=O)C4C(C5=CC6=C(C=C35)OCO6)C7=CC(=C(C(=C7)OC)O)OC)O)O. Synergy scores: CSS=44.4, Synergy_ZIP=-4.72, Synergy_Bliss=-5.19, Synergy_Loewe=-12.7, Synergy_HSA=-3.26.